The task is: Predict the reactants needed to synthesize the given product.. This data is from Full USPTO retrosynthesis dataset with 1.9M reactions from patents (1976-2016). Given the product [ClH:1].[ClH:1].[ClH:1].[C:34]([N:18]1[CH2:17][CH2:16][CH:15]([O:14][C:11]2[CH:12]=[CH:13][C:8]([N:7]([CH2:21]/[CH:22]=[CH:23]/[C:24]3[CH:25]=[C:26]([CH:30]=[CH:31][CH:32]=3)[C:27]([NH2:29])=[NH:28])[CH2:6][CH2:5][OH:4])=[CH:9][CH:10]=2)[CH2:20][CH2:19]1)(=[NH:39])[CH3:35], predict the reactants needed to synthesize it. The reactants are: [ClH:1].Cl.Cl.[OH:4][CH2:5][CH2:6][N:7]([CH2:21]/[CH:22]=[CH:23]/[C:24]1[CH:25]=[C:26]([CH:30]=[CH:31][CH:32]=1)[C:27]([NH2:29])=[NH:28])[C:8]1[CH:13]=[CH:12][C:11]([O:14][CH:15]2[CH2:20][CH2:19][NH:18][CH2:17][CH2:16]2)=[CH:10][CH:9]=1.Cl.[C:34](=[NH:39])(OCC)[CH3:35].C(N(CC)CC)C.Cl.